This data is from NCI-60 drug combinations with 297,098 pairs across 59 cell lines. The task is: Regression. Given two drug SMILES strings and cell line genomic features, predict the synergy score measuring deviation from expected non-interaction effect. (1) Drug 1: CC1=C2C(C(=O)C3(C(CC4C(C3C(C(C2(C)C)(CC1OC(=O)C(C(C5=CC=CC=C5)NC(=O)C6=CC=CC=C6)O)O)OC(=O)C7=CC=CC=C7)(CO4)OC(=O)C)O)C)OC(=O)C. Drug 2: CC12CCC3C(C1CCC2O)C(CC4=C3C=CC(=C4)O)CCCCCCCCCS(=O)CCCC(C(F)(F)F)(F)F. Cell line: DU-145. Synergy scores: CSS=-1.46, Synergy_ZIP=2.87, Synergy_Bliss=2.09, Synergy_Loewe=0.163, Synergy_HSA=-0.183. (2) Drug 1: C1=C(C(=O)NC(=O)N1)N(CCCl)CCCl. Drug 2: CCCCC(=O)OCC(=O)C1(CC(C2=C(C1)C(=C3C(=C2O)C(=O)C4=C(C3=O)C=CC=C4OC)O)OC5CC(C(C(O5)C)O)NC(=O)C(F)(F)F)O. Cell line: M14. Synergy scores: CSS=32.8, Synergy_ZIP=2.90, Synergy_Bliss=0.701, Synergy_Loewe=0.898, Synergy_HSA=-0.0718. (3) Drug 1: CCC1(CC2CC(C3=C(CCN(C2)C1)C4=CC=CC=C4N3)(C5=C(C=C6C(=C5)C78CCN9C7C(C=CC9)(C(C(C8N6C=O)(C(=O)OC)O)OC(=O)C)CC)OC)C(=O)OC)O.OS(=O)(=O)O. Drug 2: CN(CCCl)CCCl.Cl. Cell line: SK-MEL-5. Synergy scores: CSS=43.0, Synergy_ZIP=-7.05, Synergy_Bliss=-4.51, Synergy_Loewe=-6.26, Synergy_HSA=-2.86. (4) Cell line: HT29. Synergy scores: CSS=41.4, Synergy_ZIP=-9.11, Synergy_Bliss=-8.35, Synergy_Loewe=-13.0, Synergy_HSA=-7.80. Drug 1: C1=CC=C(C=C1)NC(=O)CCCCCCC(=O)NO. Drug 2: CCN(CC)CCCC(C)NC1=C2C=C(C=CC2=NC3=C1C=CC(=C3)Cl)OC. (5) Drug 1: CN1CCC(CC1)COC2=C(C=C3C(=C2)N=CN=C3NC4=C(C=C(C=C4)Br)F)OC. Drug 2: C1CN(P(=O)(OC1)NCCCl)CCCl. Cell line: UACC-257. Synergy scores: CSS=-1.35, Synergy_ZIP=-0.885, Synergy_Bliss=-5.00, Synergy_Loewe=-12.4, Synergy_HSA=-6.34. (6) Drug 1: C1=NC2=C(N=C(N=C2N1C3C(C(C(O3)CO)O)F)Cl)N. Drug 2: CC1=C2C(C(=O)C3(C(CC4C(C3C(C(C2(C)C)(CC1OC(=O)C(C(C5=CC=CC=C5)NC(=O)OC(C)(C)C)O)O)OC(=O)C6=CC=CC=C6)(CO4)OC(=O)C)O)C)O. Cell line: NCIH23. Synergy scores: CSS=26.4, Synergy_ZIP=-3.24, Synergy_Bliss=4.09, Synergy_Loewe=-1.75, Synergy_HSA=1.99. (7) Drug 1: C1=CC(=C2C(=C1NCCNCCO)C(=O)C3=C(C=CC(=C3C2=O)O)O)NCCNCCO. Drug 2: CN1C(=O)N2C=NC(=C2N=N1)C(=O)N. Cell line: DU-145. Synergy scores: CSS=59.4, Synergy_ZIP=1.95, Synergy_Bliss=2.43, Synergy_Loewe=-57.0, Synergy_HSA=-0.337.